Dataset: Full USPTO retrosynthesis dataset with 1.9M reactions from patents (1976-2016). Task: Predict the reactants needed to synthesize the given product. (1) Given the product [Cl:22][C:23]1[CH:30]=[CH:29][CH:28]=[C:27]([F:31])[C:24]=1[C:25]1[N:9]=[C:5]2[N:6]=[CH:7][CH:8]=[C:3]([O:2][CH3:1])[N:4]2[C:11]=1[NH:10][C:12]1[CH:21]=[CH:20][C:15]2[O:16][CH2:17][CH2:18][O:19][C:14]=2[CH:13]=1, predict the reactants needed to synthesize it. The reactants are: [CH3:1][O:2][C:3]1[CH:8]=[CH:7][N:6]=[C:5]([NH2:9])[N:4]=1.[N+:10]([C:12]1[CH:21]=[CH:20][C:15]2[O:16][CH2:17][CH2:18][O:19][C:14]=2[CH:13]=1)#[C-:11].[Cl:22][C:23]1[CH:30]=[CH:29][CH:28]=[C:27]([F:31])[C:24]=1[CH:25]=O.[Cl-].[In+3].[Cl-].[Cl-]. (2) Given the product [OH:1][C:2]1[CH:3]=[CH:4][C:5]([C@H:8]([CH2:14][CH2:15][CH2:16][CH3:17])[CH2:9][C:10]([O:12][CH3:13])=[O:11])=[CH:6][CH:7]=1, predict the reactants needed to synthesize it. The reactants are: [OH:1][C:2]1[CH:7]=[CH:6][C:5]([C@@H:8]([C:14]#[C:15][CH2:16][CH3:17])[CH2:9][C:10]([O:12][CH3:13])=[O:11])=[CH:4][CH:3]=1. (3) The reactants are: [Br:1][C:2]1[N:7]=[C:6]([NH2:8])[CH:5]=[CH:4][CH:3]=1.[Cl:9]N1C(=O)CCC1=O. Given the product [Br:1][C:2]1[N:7]=[C:6]([NH2:8])[CH:5]=[CH:4][C:3]=1[Cl:9], predict the reactants needed to synthesize it. (4) The reactants are: Cl.Cl.[CH2:3]([O:5][C:6](=[O:12])[CH2:7][NH:8][CH2:9][CH2:10][NH2:11])[CH3:4].[Cl:13][C:14]1[CH:15]=[CH:16][C:17]2[S:21][C:20]([S:22](Cl)(=[O:24])=[O:23])=[N:19][C:18]=2[CH:26]=1. Given the product [CH2:3]([O:5][C:6](=[O:12])[CH2:7][NH:8][CH2:9][CH2:10][NH:11][S:22]([C:20]1[S:21][C:17]2[CH:16]=[CH:15][C:14]([Cl:13])=[CH:26][C:18]=2[N:19]=1)(=[O:24])=[O:23])[CH3:4], predict the reactants needed to synthesize it. (5) Given the product [CH:1]1([C:4]2[C:5]([C@@H:17]([CH2:26][CH2:27][CH:28]=[O:29])[CH2:18][C:19]([O:21][C:22]([CH3:23])([CH3:24])[CH3:25])=[O:20])=[N:6][O:7][C:8]=2[CH:9]2[CH2:10][CH:11]([CH2:13][CH:14]([CH3:16])[CH3:15])[CH2:12]2)[CH2:2][CH2:3]1, predict the reactants needed to synthesize it. The reactants are: [CH:1]1([C:4]2[C:5]([C@@H:17]([CH2:26][CH2:27][CH2:28][OH:29])[CH2:18][C:19]([O:21][C:22]([CH3:25])([CH3:24])[CH3:23])=[O:20])=[N:6][O:7][C:8]=2[CH:9]2[CH2:12][CH:11]([CH2:13][CH:14]([CH3:16])[CH3:15])[CH2:10]2)[CH2:3][CH2:2]1.CC(OI1(OC(C)=O)(OC(C)=O)OC(=O)C2C=CC=CC1=2)=O.C(=O)([O-])O.[Na+].S([O-])([O-])(=O)=S.[Na+].[Na+]. (6) Given the product [CH3:23][O:24][C:25]1[C:33]2[C:28](=[CH:29][C:30]([NH:34][C:20]([C:18]3[CH:17]=[CH:16][C:14]4[N:15]=[C:11]([NH:10][C:5]5[CH:6]=[CH:7][CH:8]=[CH:9][C:4]=5[CH:1]([CH3:2])[CH3:3])[NH:12][C:13]=4[CH:19]=3)=[O:21])=[CH:31][CH:32]=2)[NH:27][N:26]=1, predict the reactants needed to synthesize it. The reactants are: [CH:1]([C:4]1[CH:9]=[CH:8][CH:7]=[CH:6][C:5]=1[NH:10][C:11]1[NH:12][C:13]2[CH:19]=[C:18]([C:20](O)=[O:21])[CH:17]=[CH:16][C:14]=2[N:15]=1)([CH3:3])[CH3:2].[CH3:23][O:24][C:25]1[C:33]2[C:28](=[CH:29][C:30]([NH2:34])=[CH:31][CH:32]=2)[NH:27][N:26]=1.CN(C(ON1N=NC2C=CC=CC1=2)=[N+](C)C)C.F[P-](F)(F)(F)(F)F. (7) Given the product [C:16]1([CH2:22][N:23]2[CH2:27][CH2:26][C:25]3([CH2:28][N:29]([C:9]([O:11][C:12]([CH3:13])([CH3:14])[CH3:15])=[O:10])[CH2:30][CH2:31]3)[CH2:24]2)[CH:17]=[CH:18][CH:19]=[CH:20][CH:21]=1, predict the reactants needed to synthesize it. The reactants are: [C:9](O[C:9]([O:11][C:12]([CH3:15])([CH3:14])[CH3:13])=[O:10])([O:11][C:12]([CH3:15])([CH3:14])[CH3:13])=[O:10].[C:16]1([CH2:22][N:23]2[CH2:27][CH2:26][C:25]3([CH2:31][CH2:30][NH:29][CH2:28]3)[CH2:24]2)[CH:21]=[CH:20][CH:19]=[CH:18][CH:17]=1.C(N(C(C)C)CC)(C)C.C(=O)([O-])O.[Na+].